This data is from Serine/threonine kinase 33 screen with 319,792 compounds. The task is: Binary Classification. Given a drug SMILES string, predict its activity (active/inactive) in a high-throughput screening assay against a specified biological target. (1) The drug is O=C(Nc1n(ncc1)C1CCN(CC1)Cc1cc(c(cc1)C)C)CCOc1ccccc1. The result is 0 (inactive). (2) The molecule is O=c1n(n(c(c1N(C)C)C)C)c1ccccc1. The result is 0 (inactive). (3) The compound is Fc1ccc(c2nn(cc2CNCCCN2CCCC2=O)c2ccc(cc2)C)cc1. The result is 0 (inactive). (4) The molecule is Fc1c(C(=O)NCC(=O)Nc2cc3CCCc3cc2)cccc1. The result is 0 (inactive). (5) The drug is Brc1cc(c(OC(=O)c2ccccc2)cc1)/C=N\NC(=O)N. The result is 0 (inactive). (6) The drug is O=C/1NC(=O)NC(=O)C1=N\Nc1c(cccc1)C(O)=O. The result is 0 (inactive). (7) The compound is S(=O)(=O)(NC1=NCCCCC1)c1cc(NC(=O)COc2ccc(C(C)(C)C)cc2)ccc1. The result is 0 (inactive). (8) The result is 0 (inactive). The molecule is S(=O)(=O)(N1CCCC1)c1cc(c(cc1)C)C(=O)Nc1ccc(n2nnnc2)cc1. (9) The drug is O(C(=O)c1[nH]cnc1C(=O)Nc1ccc(cc1)C)CC. The result is 0 (inactive).